Task: Regression. Given two drug SMILES strings and cell line genomic features, predict the synergy score measuring deviation from expected non-interaction effect.. Dataset: NCI-60 drug combinations with 297,098 pairs across 59 cell lines Drug 1: CC(CN1CC(=O)NC(=O)C1)N2CC(=O)NC(=O)C2. Drug 2: CN(C(=O)NC(C=O)C(C(C(CO)O)O)O)N=O. Cell line: A549. Synergy scores: CSS=28.2, Synergy_ZIP=-2.11, Synergy_Bliss=-3.98, Synergy_Loewe=-16.3, Synergy_HSA=-2.72.